Dataset: Full USPTO retrosynthesis dataset with 1.9M reactions from patents (1976-2016). Task: Predict the reactants needed to synthesize the given product. (1) Given the product [ClH:46].[NH2:35][CH2:36][CH2:37][NH:38][C:30]([C@@H:27]1[CH2:28][CH2:29][C@H:24]([O:23][C:22]2[CH:33]=[CH:34][C:19]([C:17]([NH:16][CH2:15][CH2:14][NH:13][C:11]([C:2]3[CH:3]=[CH:4][C:5]4[C:10](=[CH:9][CH:8]=[CH:7][CH:6]=4)[CH:1]=3)=[O:12])=[O:18])=[CH:20][CH:21]=2)[CH2:25][CH2:26]1)=[O:32], predict the reactants needed to synthesize it. The reactants are: [CH:1]1[C:10]2[C:5](=[CH:6][CH:7]=[CH:8][CH:9]=2)[CH:4]=[CH:3][C:2]=1[C:11]([NH:13][CH2:14][CH2:15][NH:16][C:17]([C:19]1[CH:34]=[CH:33][C:22]([O:23][C@@H:24]2[CH2:29][CH2:28][C@H:27]([C:30]([OH:32])=O)[CH2:26][CH2:25]2)=[CH:21][CH:20]=1)=[O:18])=[O:12].[NH2:35][CH2:36][CH2:37][NH:38]C(=O)OC(C)(C)C.[ClH:46].C(N=C=NCCCN(C)C)C.O.ON1C2C=CC=CC=2N=N1. (2) Given the product [Cl:14][C:15]1[CH:16]=[C:17]([N+:23]([O-:25])=[O:24])[CH:18]=[C:19]([Cl:22])[C:12]=1[CH2:11][C:3]1[N:2]=[CH:1][C:10]2[C:5]([CH:4]=1)=[CH:6][CH:7]=[CH:8][CH:9]=2, predict the reactants needed to synthesize it. The reactants are: [CH:1]1[C:10]2[C:5](=[CH:6][CH:7]=[CH:8][CH:9]=2)[CH:4]=[C:3]([CH2:11][C:12]#N)[N:2]=1.[Cl:14][C:15]1[CH:16]=[C:17]([N+:23]([O-:25])=[O:24])[CH:18]=[C:19]([Cl:22])C=1Cl.[H-].[Na+]. (3) Given the product [CH3:21][O:22][C:23]1[CH:24]=[C:25]([C:31]2[CH:36]=[CH:35][CH:34]=[CH:33][CH:32]=2)[CH:26]=[CH:27][C:28]=1[CH2:29][N:6]1[C:5]2[CH:7]=[C:8]([O:12][CH2:13][CH2:14][CH2:15][C:16]([O:18][CH2:19][CH3:20])=[O:17])[CH:9]=[C:10]([CH3:11])[C:4]=2[N:3]=[C:2]1[CH3:1], predict the reactants needed to synthesize it. The reactants are: [CH3:1][C:2]1[NH:6][C:5]2[CH:7]=[C:8]([O:12][CH2:13][CH2:14][CH2:15][C:16]([O:18][CH2:19][CH3:20])=[O:17])[CH:9]=[C:10]([CH3:11])[C:4]=2[N:3]=1.[CH3:21][O:22][C:23]1[CH:24]=[C:25]([C:31]2[CH:36]=[CH:35][CH:34]=[CH:33][CH:32]=2)[CH:26]=[CH:27][C:28]=1[CH2:29]Cl.C(=O)([O-])[O-].[Na+].[Na+].CN(C)C=O. (4) Given the product [Br:24][C:25]1[C:26]([CH3:32])=[CH:27][C:28]([O:18][CH2:17][CH2:16][C@H:15]([CH:12]2[CH2:13][CH2:14][N:9]([C:7]3[O:6][N:5]=[C:4]([CH:1]([CH3:3])[CH3:2])[N:8]=3)[CH2:10][CH2:11]2)[CH3:23])=[CH:29][N:30]=1, predict the reactants needed to synthesize it. The reactants are: [CH:1]([C:4]1[N:8]=[C:7]([N:9]2[CH2:14][CH2:13][CH:12]([C@H:15]([CH3:23])[CH2:16][CH2:17][O:18]S(C)(=O)=O)[CH2:11][CH2:10]2)[O:6][N:5]=1)([CH3:3])[CH3:2].[Br:24][C:25]1[N:30]=[CH:29][C:28](O)=[CH:27][C:26]=1[CH3:32].C(=O)([O-])[O-].[K+].[K+]. (5) Given the product [CH:23]1([CH:26]([C:32]2[CH:33]=[CH:34][CH:35]=[C:36]([O:22][CH2:21][C:13]3[CH:12]=[CH:11][C:10]([C:3]4[CH:4]=[C:5]([O:8][CH3:9])[CH:6]=[CH:7][C:2]=4[F:1])=[C:15]([O:16][CH2:17][CH:18]([CH3:19])[CH3:20])[N:14]=3)[CH:37]=2)[CH2:27][C:28]([O:30][CH3:31])=[O:29])[CH2:24][CH2:25]1, predict the reactants needed to synthesize it. The reactants are: [F:1][C:2]1[CH:7]=[CH:6][C:5]([O:8][CH3:9])=[CH:4][C:3]=1[C:10]1[CH:11]=[CH:12][C:13]([CH2:21][OH:22])=[N:14][C:15]=1[O:16][CH2:17][CH:18]([CH3:20])[CH3:19].[CH:23]1([CH:26]([C:32]2[CH:37]=[CH:36][CH:35]=[C:34](O)[CH:33]=2)[CH2:27][C:28]([O:30][CH3:31])=[O:29])[CH2:25][CH2:24]1.N(C(N1CCCCC1)=O)=NC(N1CCCCC1)=O.C(P(CCCC)CCCC)CCC. (6) Given the product [CH2:21]([C:3]1([CH2:1][CH3:2])[C:8]2[CH:9]=[C:10](/[C:13](/[CH2:18][CH3:19])=[CH:14]/[C:15]#[N:17])[CH:11]=[CH:12][C:7]=2[NH:6][C:5](=[O:20])[O:4]1)[CH3:22], predict the reactants needed to synthesize it. The reactants are: [CH2:1]([C:3]1([CH2:21][CH3:22])[C:8]2[CH:9]=[C:10](/[C:13](/[CH2:18][CH3:19])=[CH:14]/[C:15]([NH2:17])=O)[CH:11]=[CH:12][C:7]=2[NH:6][C:5](=[O:20])[O:4]1)[CH3:2].S(Cl)(Cl)=O.